From a dataset of Reaction yield outcomes from USPTO patents with 853,638 reactions. Predict the reaction yield, written as a fraction of the theoretical maximum amount of product (1.0 means a 100% yield; for example, 0.34 means a 34% yield). (1) The catalyst is [Pd].C(OCC)(=O)C. The yield is 0.920. The product is [C:1]([O:5][CH:6]([C:11]1[C:16]([CH3:17])=[CH:15][CH:14]=[C:13]([OH:18])[C:12]=1[C:28]1[CH:33]=[CH:32][C:31]([O:34][CH3:35])=[CH:30][CH:29]=1)[C:7]([O:9][CH3:10])=[O:8])([CH3:3])([CH3:4])[CH3:2]. The reactants are [C:1]([O:5][CH:6]([C:11]1[C:16]([CH3:17])=[CH:15][CH:14]=[C:13]([O:18]CC2C=CC(OC)=CC=2)[C:12]=1[C:28]1[CH:33]=[CH:32][C:31]([O:34][CH3:35])=[CH:30][CH:29]=1)[C:7]([O:9][CH3:10])=[O:8])([CH3:4])([CH3:3])[CH3:2].[H][H]. (2) The reactants are [Si]([O:8][CH2:9][CH2:10][N:11]1[CH2:16][CH2:15][CH2:14][C@H:13]([NH:17]C(=O)OC(C)(C)C)[C:12]1=[O:25])(C(C)(C)C)(C)C.O1CCOCC1.[ClH:32]. No catalyst specified. The product is [ClH:32].[NH2:17][C@H:13]1[CH2:14][CH2:15][CH2:16][N:11]([CH2:10][CH2:9][OH:8])[C:12]1=[O:25]. The yield is 1.00.